The task is: Predict the reaction yield, written as a fraction of the theoretical maximum amount of product (1.0 means a 100% yield; for example, 0.34 means a 34% yield).. This data is from Reaction yield outcomes from USPTO patents with 853,638 reactions. The reactants are Cl[C:2]1[CH:7]=[CH:6][C:5]([C:8]2[N:12]=[C:11]([C:13]3[CH:18]=[CH:17][C:16]([CH2:19][CH:20]([CH3:22])[CH3:21])=[CH:15][CH:14]=3)[O:10][N:9]=2)=[CH:4][N:3]=1.[CH3:23][N:24](C=O)C. The catalyst is [C-]#N.[Zn+2].[C-]#N.C1C=CC([P]([Pd]([P](C2C=CC=CC=2)(C2C=CC=CC=2)C2C=CC=CC=2)([P](C2C=CC=CC=2)(C2C=CC=CC=2)C2C=CC=CC=2)[P](C2C=CC=CC=2)(C2C=CC=CC=2)C2C=CC=CC=2)(C2C=CC=CC=2)C2C=CC=CC=2)=CC=1. The product is [CH2:19]([C:16]1[CH:17]=[CH:18][C:13]([C:11]2[O:10][N:9]=[C:8]([C:5]3[CH:6]=[CH:7][C:2]([C:23]#[N:24])=[N:3][CH:4]=3)[N:12]=2)=[CH:14][CH:15]=1)[CH:20]([CH3:22])[CH3:21]. The yield is 0.590.